This data is from Forward reaction prediction with 1.9M reactions from USPTO patents (1976-2016). The task is: Predict the product of the given reaction. (1) Given the reactants [CH3:1][C:2]1[CH:7]=[CH:6][C:5]([N+:8]([O-])=O)=[CH:4][C:3]=1[S:11]([NH2:14])(=[O:13])=[O:12].[OH2:15].[OH2:16].[Sn](Cl)(Cl)(Cl)Cl, predict the reaction product. The product is: [NH2:8][C:5]1[CH:6]=[CH:7][C:2](/[CH:1]=[CH:1]/[C:2]2[CH:7]=[CH:6][C:5]([NH2:8])=[CH:4][C:3]=2[S:11]([NH2:14])(=[O:16])=[O:15])=[C:3]([S:11]([NH2:14])(=[O:13])=[O:12])[CH:4]=1. (2) Given the reactants N([O-])=O.[Na+].Cl.N[C:7]1[C:12]([OH:13])=[CH:11][CH:10]=[CH:9][C:8]=1[CH3:14].O(CC)C([S-])=[S:17].[K+].[OH-].[K+], predict the reaction product. The product is: [OH:13][C:12]1[CH:11]=[CH:10][CH:9]=[C:8]([CH3:14])[C:7]=1[SH:17]. (3) The product is: [CH2:14]([O:16][C:17](=[O:23])[CH:18]([O:19][CH2:20][CH3:21])[N:11]1[CH:12]=[CH:13][C:9]([C:6]2[CH:5]=[CH:4][C:3]([O:2][CH3:1])=[CH:8][CH:7]=2)=[N:10]1)[CH3:15]. Given the reactants [CH3:1][O:2][C:3]1[CH:8]=[CH:7][C:6]([C:9]2[CH:13]=[CH:12][NH:11][N:10]=2)=[CH:5][CH:4]=1.[CH2:14]([O:16][C:17](=[O:23])[CH:18](Cl)[O:19][CH2:20][CH3:21])[CH3:15], predict the reaction product. (4) Given the reactants [OH:1][C:2]1[CH:7]=[CH:6][CH:5]=[CH:4][N:3]=1.CC[N:10]([CH2:13]C)CC.[O:15]=[S:16](Cl)Cl.[CH2:19]1[CH2:23][O:22][CH2:21][CH2:20]1, predict the reaction product. The product is: [S:16]([O:22][C:23]1[CH:19]=[CH:20][CH:21]=[CH:13][N:10]=1)([O:1][C:2]1[CH:7]=[CH:6][CH:5]=[CH:4][N:3]=1)=[O:15]. (5) Given the reactants [N+]([O-])([O-])=O.[Ce+4].[NH4+].[N+]([O-])([O-])=O.[N+]([O-])([O-])=O.[N+]([O-])([O-])=O.[N+]([O-])([O-])=O.[Cl:23][C:24]1[CH:25]=[C:26]([CH:30]2[CH2:35][C:34](=[O:36])[N:33]([CH2:37][C:38]([NH:40][C:41]3[CH:46]=[CH:45][C:44]([C:47]4[NH:51][N:50]=[N:49][N:48]=4)=[CH:43][CH:42]=3)=[O:39])[C:32]3[CH2:52][NH:53][C:54](=[O:55])[C:31]2=3)[CH:27]=[CH:28][CH:29]=1, predict the reaction product. The product is: [Cl:23][C:24]1[CH:25]=[C:26]([C:30]2[C:31]3[C:54](=[O:55])[NH:53][CH2:52][C:32]=3[N:33]([CH2:37][C:38]([NH:40][C:41]3[CH:42]=[CH:43][C:44]([C:47]4[NH:51][N:50]=[N:49][N:48]=4)=[CH:45][CH:46]=3)=[O:39])[C:34](=[O:36])[CH:35]=2)[CH:27]=[CH:28][CH:29]=1.